Task: Predict which catalyst facilitates the given reaction.. Dataset: Catalyst prediction with 721,799 reactions and 888 catalyst types from USPTO (1) Reactant: C([O:8][C:9]1[CH:36]=[CH:35][C:34]([O:37][CH2:38][CH2:39][N:40]2[CH2:45][CH2:44][N:43]([CH3:46])[CH2:42][CH2:41]2)=[CH:33][C:10]=1[C:11]([NH:13][C:14]1[CH:26]=[C:25]([C:27]2[CH:32]=[CH:31][CH:30]=[CH:29][CH:28]=2)[CH:24]=[CH:23][C:15]=1[C:16]([O:18][C:19]([CH3:22])([CH3:21])[CH3:20])=[O:17])=[O:12])C1C=CC=CC=1. Product: [OH:8][C:9]1[CH:36]=[CH:35][C:34]([O:37][CH2:38][CH2:39][N:40]2[CH2:45][CH2:44][N:43]([CH3:46])[CH2:42][CH2:41]2)=[CH:33][C:10]=1[C:11]([NH:13][C:14]1[CH:26]=[C:25]([C:27]2[CH:28]=[CH:29][CH:30]=[CH:31][CH:32]=2)[CH:24]=[CH:23][C:15]=1[C:16]([O:18][C:19]([CH3:20])([CH3:21])[CH3:22])=[O:17])=[O:12]. The catalyst class is: 352. (2) Reactant: CC(OI1(OC(C)=O)(OC(C)=O)OC(=O)C2C=CC=CC1=2)=O.[Cl:23][C:24]1[CH:32]=[C:31]2[C:27]([C:28]([CH2:40][CH:41]([CH3:43])[CH3:42])=[CH:29][N:30]2[C:33]2[S:34][CH:35]=[C:36]([CH2:38][OH:39])[N:37]=2)=[CH:26][CH:25]=1. Product: [Cl:23][C:24]1[CH:32]=[C:31]2[C:27]([C:28]([CH2:40][CH:41]([CH3:43])[CH3:42])=[CH:29][N:30]2[C:33]2[S:34][CH:35]=[C:36]([CH:38]=[O:39])[N:37]=2)=[CH:26][CH:25]=1. The catalyst class is: 4.